This data is from Catalyst prediction with 721,799 reactions and 888 catalyst types from USPTO. The task is: Predict which catalyst facilitates the given reaction. (1) Reactant: C([O:8][C:9]1[C:13]([CH2:14][C:15]([O:17][CH3:18])=[O:16])=[CH:12][N:11]([CH2:19][CH3:20])[N:10]=1)C1C=CC=CC=1. Product: [CH2:19]([N:11]1[CH:12]=[C:13]([CH2:14][C:15]([O:17][CH3:18])=[O:16])[C:9]([OH:8])=[N:10]1)[CH3:20]. The catalyst class is: 349. (2) Reactant: [C:1]1([C:7]2([C:13]#[N:14])[CH2:12][CH2:11][CH2:10][CH2:9][CH2:8]2)[CH:6]=[CH:5][CH:4]=[CH:3][CH:2]=1.[ClH:15]. Product: [ClH:15].[C:1]1([C:7]2([CH2:13][NH2:14])[CH2:12][CH2:11][CH2:10][CH2:9][CH2:8]2)[CH:6]=[CH:5][CH:4]=[CH:3][CH:2]=1. The catalyst class is: 94. (3) Reactant: [OH:1][C:2]1[CH:7]=[CH:6][C:5]([C:8]2[CH:13]=[CH:12][CH:11]=[C:10]([CH2:14][O:15][C:16]3[CH:21]=[CH:20][C:19]([CH2:22][CH2:23][C:24]([O:26][CH3:27])=[O:25])=[CH:18][CH:17]=3)[CH:9]=2)=[C:4]([CH3:28])[CH:3]=1.[N:29]1[CH:34]=[CH:33][CH:32]=[CH:31][C:30]=1[CH2:35][CH2:36][CH2:37]O.C1(P(C2C=CC=CC=2)C2C=CC=CC=2)C=CC=CC=1.N(C(OCC)=O)=NC(OCC)=O. Product: [CH3:28][C:4]1[CH:3]=[C:2]([O:1][CH2:37][CH2:36][CH2:35][C:30]2[CH:31]=[CH:32][CH:33]=[CH:34][N:29]=2)[CH:7]=[CH:6][C:5]=1[C:8]1[CH:13]=[CH:12][CH:11]=[C:10]([CH2:14][O:15][C:16]2[CH:21]=[CH:20][C:19]([CH2:22][CH2:23][C:24]([O:26][CH3:27])=[O:25])=[CH:18][CH:17]=2)[CH:9]=1. The catalyst class is: 7. (4) Reactant: [C:1]([O:5][C:6]([N:8]1[CH2:17][CH2:16][C:15]2[C:10](=[CH:11][C:12]([CH2:18]O)=[CH:13][CH:14]=2)[CH2:9]1)=[O:7])([CH3:4])([CH3:3])[CH3:2].CCN(CC)CC.[Br:27]P(Br)Br.C([O-])(O)=O.[Na+]. Product: [C:1]([O:5][C:6]([N:8]1[CH2:17][CH2:16][C:15]2[C:10](=[CH:11][C:12]([CH2:18][Br:27])=[CH:13][CH:14]=2)[CH2:9]1)=[O:7])([CH3:4])([CH3:3])[CH3:2]. The catalyst class is: 91. (5) Reactant: CN(C(ON1N=NC2C=CC=NC1=2)=[N+](C)C)C.F[P-](F)(F)(F)(F)F.[CH3:25][C@H:26]([O:29][C:30]1[CH:31]=[C:32]([CH:36]=[C:37]([O:39][CH2:40][C:41]2[CH:46]=[CH:45][CH:44]=[CH:43][CH:42]=2)[CH:38]=1)[C:33]([OH:35])=O)[CH2:27][CH3:28].[NH2:47][C:48]1[CH:52]=[CH:51][N:50]([CH3:53])[N:49]=1.CCN(C(C)C)C(C)C. Product: [CH3:25][C@H:26]([O:29][C:30]1[CH:31]=[C:32]([CH:36]=[C:37]([O:39][CH2:40][C:41]2[CH:46]=[CH:45][CH:44]=[CH:43][CH:42]=2)[CH:38]=1)[C:33]([NH:47][C:48]1[CH:52]=[CH:51][N:50]([CH3:53])[N:49]=1)=[O:35])[CH2:27][CH3:28]. The catalyst class is: 39. (6) Reactant: N1C=CC=CC=1.[C:7]([N:10]1[C:19]2[C:14](=[CH:15][C:16]([C:21]3[CH:22]=[N:23][N:24]([CH:26]4[CH2:28][CH2:27]4)[CH:25]=3)=[C:17]([NH2:20])[CH:18]=2)[N:13]([C:29]([O:31][CH:32]([CH3:34])[CH3:33])=[O:30])[CH2:12][C@@H:11]1[CH3:35])(=[O:9])[CH3:8].[C:36](OC(=O)C)(=[O:38])[CH3:37]. Product: [C:36]([NH:20][C:17]1[CH:18]=[C:19]2[C:14](=[CH:15][C:16]=1[C:21]1[CH:22]=[N:23][N:24]([CH:26]3[CH2:28][CH2:27]3)[CH:25]=1)[N:13]([C:29]([O:31][CH:32]([CH3:34])[CH3:33])=[O:30])[CH2:12][C@H:11]([CH3:35])[N:10]2[C:7](=[O:9])[CH3:8])(=[O:38])[CH3:37]. The catalyst class is: 4.